This data is from Reaction yield outcomes from USPTO patents with 853,638 reactions. The task is: Predict the reaction yield, written as a fraction of the theoretical maximum amount of product (1.0 means a 100% yield; for example, 0.34 means a 34% yield). The yield is 0.330. The reactants are [C:1]([C:5]1[C:6]([N+:17]([O-])=O)=[C:7]([OH:16])[C:8]([OH:15])=[C:9]([C:11]([CH3:14])([CH3:13])[CH3:12])[CH:10]=1)([CH3:4])([CH3:3])[CH3:2]. The product is [C:1]([C:5]1[C:6]([NH2:17])=[C:7]([OH:16])[C:8]([OH:15])=[C:9]([C:11]([CH3:14])([CH3:13])[CH3:12])[CH:10]=1)([CH3:4])([CH3:2])[CH3:3]. The catalyst is CCO.[Pd].